Task: Regression. Given a peptide amino acid sequence and an MHC pseudo amino acid sequence, predict their binding affinity value. This is MHC class I binding data.. Dataset: Peptide-MHC class I binding affinity with 185,985 pairs from IEDB/IMGT (1) The peptide sequence is PLMGGAYIAFPTSCHMFI. The MHC is HLA-A33:01 with pseudo-sequence HLA-A33:01. The binding affinity (normalized) is 0.0231. (2) The peptide sequence is RIRKDFGKR. The MHC is HLA-B27:05 with pseudo-sequence HLA-B27:05. The binding affinity (normalized) is 0.0847.